From a dataset of Forward reaction prediction with 1.9M reactions from USPTO patents (1976-2016). Predict the product of the given reaction. (1) Given the reactants [CH2:1]=CCCCCCC.[CH3:9][C:10]([C:12]1[CH:17]=[CH:16][CH:15]=[CH:14][CH:13]=1)=[CH2:11], predict the reaction product. The product is: [CH3:16][CH2:17][C:12]([CH3:1])([CH3:13])[CH3:10].[CH:10]([C:12]1[CH:17]=[CH:16][CH:15]=[CH:14][CH:13]=1)([CH3:11])[CH3:9]. (2) Given the reactants C[O:2][C:3](=[O:21])[CH2:4][CH2:5][C:6]1[CH:11]=[CH:10][C:9]([O:12][C:13]2[CH:18]=[CH:17][CH:16]=[CH:15][C:14]=2Br)=[CH:8][C:7]=1[CH3:20].[Cl:22][C:23]1[CH:28]=[CH:27][C:26]([OH:29])=[C:25]([O:30][C:31]2[CH:36]=[CH:35][CH:34]=[CH:33][CH:32]=2)[CH:24]=1, predict the reaction product. The product is: [Cl:22][C:23]1[CH:28]=[CH:27][C:26]([O:29][C:14]2[CH:15]=[CH:16][CH:17]=[CH:18][C:13]=2[O:12][C:9]2[CH:10]=[CH:11][C:6]([CH2:5][CH2:4][C:3]([OH:2])=[O:21])=[C:7]([CH3:20])[CH:8]=2)=[C:25]([O:30][C:31]2[CH:36]=[CH:35][CH:34]=[CH:33][CH:32]=2)[CH:24]=1. (3) Given the reactants C(Cl)(=O)C(Cl)=O.[F:7][C:8]([C:18]1[CH:23]=[CH:22][C:21]([C:24]2[CH:32]=[CH:31][C:27]([C:28](O)=[O:29])=[CH:26][CH:25]=2)=[CH:20][CH:19]=1)([CH3:17])[CH2:9][NH:10][S:11]([CH:14]([CH3:16])[CH3:15])(=[O:13])=[O:12].C1COCC1.[CH3:38][NH2:39], predict the reaction product. The product is: [F:7][C:8]([C:18]1[CH:23]=[CH:22][C:21]([C:24]2[CH:32]=[CH:31][C:27]([C:28]([NH:39][CH3:38])=[O:29])=[CH:26][CH:25]=2)=[CH:20][CH:19]=1)([CH3:17])[CH2:9][NH:10][S:11]([CH:14]([CH3:16])[CH3:15])(=[O:13])=[O:12].